Dataset: Full USPTO retrosynthesis dataset with 1.9M reactions from patents (1976-2016). Task: Predict the reactants needed to synthesize the given product. (1) The reactants are: [F:1][C:2]1[CH:7]=[CH:6][C:5]([N:8]2[C:13]([CH3:14])=[CH:12][CH:11]=[C:10]([C:15]#N)[C:9]2=[O:17])=[CH:4][CH:3]=1.[OH-:18].[Na+].S(=O)(=O)(O)[OH:21]. Given the product [F:1][C:2]1[CH:7]=[CH:6][C:5]([N:8]2[C:13]([CH3:14])=[CH:12][CH:11]=[C:10]([C:15]([OH:21])=[O:18])[C:9]2=[O:17])=[CH:4][CH:3]=1, predict the reactants needed to synthesize it. (2) Given the product [CH3:26][C:21]1([CH3:25])[CH2:22][C:23](=[O:24])[C:17](=[C:15]([NH:5][C@@H:4]2[C@@H:6]([OH:7])[C@H:8]([OH:9])[C@@H:10]([CH2:12][OH:13])[O:11][C@@H:3]2[OH:2])[CH3:14])[C:18](=[O:19])[CH2:20]1, predict the reactants needed to synthesize it. The reactants are: Cl.[OH:2][CH:3]1[O:11][C@H:10]([CH2:12][OH:13])[C@@H:8]([OH:9])[C@H:6]([OH:7])[C@H:4]1[NH2:5].[CH3:14][C:15]([CH:17]1[C:23](=[O:24])[CH2:22][C:21]([CH3:26])([CH3:25])[CH2:20][C:18]1=[O:19])=O. (3) Given the product [Cl:8][C:6]1[CH:5]=[CH:4][C:3]([N+:9]([O-:11])=[O:10])=[C:2]([O:20][C:14]2[CH:15]=[CH:16][C:17]([Cl:19])=[CH:18][C:13]=2[Cl:12])[CH:7]=1, predict the reactants needed to synthesize it. The reactants are: Cl[C:2]1[CH:7]=[C:6]([Cl:8])[CH:5]=[CH:4][C:3]=1[N+:9]([O-:11])=[O:10].[Cl:12][C:13]1[CH:18]=[C:17]([Cl:19])[CH:16]=[CH:15][C:14]=1[OH:20].C(=O)([O-])[O-].[K+].[K+]. (4) Given the product [CH2:42]([N:32]1[CH2:33][CH2:34][CH:29]([C:26]2[CH:25]=[CH:24][C:23]([C:15]3[N:14]=[C:13]([NH:12][CH2:11][C@H:7]4[O:8][CH2:9][CH2:10][N:5]([S:2]([CH3:1])(=[O:3])=[O:4])[CH2:6]4)[C:22]4[C:17](=[N:18][CH:19]=[CH:20][N:21]=4)[CH:16]=3)=[CH:28][CH:27]=2)[CH2:30][CH2:31]1)[CH3:43], predict the reactants needed to synthesize it. The reactants are: [CH3:1][S:2]([N:5]1[CH2:10][CH2:9][O:8][C@H:7]([CH2:11][NH:12][C:13]2[C:22]3[C:17](=[N:18][CH:19]=[CH:20][N:21]=3)[CH:16]=[C:15]([C:23]3[CH:28]=[CH:27][C:26]([CH:29]4[CH2:34][CH2:33][NH:32][CH2:31][CH2:30]4)=[CH:25][CH:24]=3)[N:14]=2)[CH2:6]1)(=[O:4])=[O:3].C([O-])([O-])=O.[K+].[K+].I[CH2:42][CH3:43]. (5) Given the product [C:1]1([C:7]2[CH2:12][CH2:11][N:10]([C:23]([Cl:25])=[O:24])[CH2:9][CH:8]=2)[CH:6]=[CH:5][CH:4]=[CH:3][CH:2]=1, predict the reactants needed to synthesize it. The reactants are: [C:1]1([C:7]2[CH2:8][CH2:9][NH:10][CH2:11][CH:12]=2)[CH:6]=[CH:5][CH:4]=[CH:3][CH:2]=1.C1C2C(=CC=CC=2)CCN1[C:23]([Cl:25])=[O:24]. (6) Given the product [Br:1][C:2]1[CH:11]=[CH:10][C:9]([NH2:12])=[C:8]2[C:3]=1[CH:4]=[CH:5][N:6]=[CH:7]2, predict the reactants needed to synthesize it. The reactants are: [Br:1][C:2]1[CH:11]=[CH:10][C:9]([N+:12]([O-])=O)=[C:8]2[C:3]=1[CH:4]=[CH:5][N:6]=[CH:7]2.[H][H].